Dataset: Full USPTO retrosynthesis dataset with 1.9M reactions from patents (1976-2016). Task: Predict the reactants needed to synthesize the given product. (1) The reactants are: [CH2:1]([O:8][C:9]1[CH:10]=[C:11]2[C:16](=[CH:17][CH:18]=1)[C:15](=[O:19])[N:14]([CH2:20][CH:21]([CH3:23])[CH3:22])[C:13]([CH2:24]Cl)=[C:12]2[C:26]1[S:27][CH:28]=[CH:29][CH:30]=1)[C:2]1[CH:7]=[CH:6][CH:5]=[CH:4][CH:3]=1.[C:31]1(=[O:41])[NH:35][C:34](=[O:36])[C:33]2=[CH:37][CH:38]=[CH:39][CH:40]=[C:32]12.[K].O. Given the product [CH2:1]([O:8][C:9]1[CH:10]=[C:11]2[C:16](=[CH:17][CH:18]=1)[C:15](=[O:19])[N:14]([CH2:20][CH:21]([CH3:23])[CH3:22])[C:13]([CH2:24][N:35]1[C:31](=[O:41])[C:32]3[C:33](=[CH:37][CH:38]=[CH:39][CH:40]=3)[C:34]1=[O:36])=[C:12]2[C:26]1[S:27][CH:28]=[CH:29][CH:30]=1)[C:2]1[CH:7]=[CH:6][CH:5]=[CH:4][CH:3]=1, predict the reactants needed to synthesize it. (2) The reactants are: [CH2:1]([Cl:8])[C:2]1[CH:7]=[CH:6][CH:5]=[CH:4][CH:3]=1.[CH3:9][C:10]1([CH3:34])[CH:14]([N:15]2[CH2:20][CH2:19][CH2:18][CH2:17][CH2:16]2)[C:13]2[C:21]([CH3:33])=[C:22]([N:27]3[CH2:32][CH2:31][NH:30][CH2:29][CH2:28]3)[C:23]([CH3:26])=[C:24]([CH3:25])[C:12]=2[O:11]1.[ClH:35]. Given the product [ClH:8].[ClH:35].[CH2:1]([N:30]1[CH2:31][CH2:32][N:27]([C:22]2[C:23]([CH3:26])=[C:24]([CH3:25])[C:12]3[O:11][C:10]([CH3:34])([CH3:9])[CH:14]([N:15]4[CH2:16][CH2:17][CH2:18][CH2:19][CH2:20]4)[C:13]=3[C:21]=2[CH3:33])[CH2:28][CH2:29]1)[C:2]1[CH:7]=[CH:6][CH:5]=[CH:4][CH:3]=1, predict the reactants needed to synthesize it. (3) Given the product [OH:6][C:5]1[C:2]([CH3:1])([C:8]2[CH:13]=[CH:12][CH:11]=[CH:10][CH:9]=2)[C:3](=[O:7])[C:4]=1[CH:14]([C:15]1[CH:20]=[CH:19][CH:18]=[CH:17][CH:16]=1)[C:28]1[NH:29][C:30]2[C:26]([C:27]=1[CH2:32][NH:33][C:34](=[O:36])[CH3:35])=[CH:25][CH:24]=[C:23]([CH3:22])[CH:31]=2, predict the reactants needed to synthesize it. The reactants are: [CH3:1][C:2]1([C:8]2[CH:13]=[CH:12][CH:11]=[CH:10][CH:9]=2)[C:5](=[O:6])[CH2:4][C:3]1=[O:7].[CH:14](=O)[C:15]1[CH:20]=[CH:19][CH:18]=[CH:17][CH:16]=1.[CH3:22][C:23]1[CH:31]=[C:30]2[C:26]([C:27]([CH2:32][NH:33][C:34](=[O:36])[CH3:35])=[CH:28][NH:29]2)=[CH:25][CH:24]=1. (4) Given the product [OH:8][CH:9]1[CH2:10][CH2:11][C:12]([C:16]([C:18]2[C:26]3[C:21](=[N:22][CH:23]=[C:24]([C:27]4[CH:28]=[C:29]([O:37][CH3:38])[C:30]([O:35][CH3:36])=[C:31]([O:33][CH3:34])[CH:32]=4)[N:25]=3)[NH:20][CH:19]=2)=[O:17])([CH3:15])[CH2:13][CH2:14]1, predict the reactants needed to synthesize it. The reactants are: C([O:8][CH:9]1[CH2:14][CH2:13][C:12]([C:16]([C:18]2[C:26]3[C:21](=[N:22][CH:23]=[C:24]([C:27]4[CH:32]=[C:31]([O:33][CH3:34])[C:30]([O:35][CH3:36])=[C:29]([O:37][CH3:38])[CH:28]=4)[N:25]=3)[NH:20][CH:19]=2)=[O:17])([CH3:15])[CH2:11][CH2:10]1)C1C=CC=CC=1. (5) Given the product [CH2:21]([O:20][C:11]1[CH:12]=[C:13]2[C:8](=[CH:9][CH:10]=1)[N:7]([CH2:28][C:29]1[CH:30]=[CH:31][C:32]([C:35]([CH3:36])([CH3:38])[CH3:37])=[CH:33][CH:34]=1)[C:6]1[CH2:5][O:18][C:16](=[O:17])[C:15](=[O:19])[C:14]2=1)[C:22]1[CH:27]=[CH:26][CH:25]=[CH:24][CH:23]=1, predict the reactants needed to synthesize it. The reactants are: C(O[CH2:5][C:6]1[N:7]([CH2:28][C:29]2[CH:34]=[CH:33][C:32]([C:35]([CH3:38])([CH3:37])[CH3:36])=[CH:31][CH:30]=2)[C:8]2[C:13]([C:14]=1[C:15](=[O:19])[C:16]([OH:18])=[O:17])=[CH:12][C:11]([O:20][CH2:21][C:22]1[CH:27]=[CH:26][CH:25]=[CH:24][CH:23]=1)=[CH:10][CH:9]=2)(=O)C.[OH-].[K+].Cl.